Task: Predict the reaction yield, written as a fraction of the theoretical maximum amount of product (1.0 means a 100% yield; for example, 0.34 means a 34% yield).. Dataset: Reaction yield outcomes from USPTO patents with 853,638 reactions (1) The reactants are [CH3:1][O:2][CH2:3][CH2:4][O:5][CH2:6][CH2:7][N:8]1[C:20]2[CH:19]=[CH:18][C:17](/[CH:21]=[CH:22]/[C:23]3[C:24]4[C:29]([N:30]=[C:31]5[C:36]=3[CH:35]=[CH:34][CH:33]=[CH:32]5)=[CH:28][CH:27]=[CH:26][CH:25]=4)=[CH:16][C:15]=2[C:14]2[C:9]1=[CH:10][CH:11]=[CH:12][CH:13]=2.[CH3:37][I:38]. The catalyst is C(#N)C. The product is [I-:38].[CH3:1][O:2][CH2:3][CH2:4][O:5][CH2:6][CH2:7][N:8]1[C:20]2[CH:19]=[CH:18][C:17](/[CH:21]=[CH:22]/[C:23]3[C:36]4[C:31]([N+:30]([CH3:37])=[C:29]5[C:24]=3[CH:25]=[CH:26][CH:27]=[CH:28]5)=[CH:32][CH:33]=[CH:34][CH:35]=4)=[CH:16][C:15]=2[C:14]2[C:9]1=[CH:10][CH:11]=[CH:12][CH:13]=2. The yield is 0.610. (2) The reactants are [OH:1][C:2]1[CH:7]=[CH:6][C:5]([C@@H:8]([CH:15]=[C:16]([CH3:18])[CH3:17])[CH2:9][C:10]([O:12][CH2:13][CH3:14])=[O:11])=[CH:4][CH:3]=1.CCOC(C)=O. The catalyst is [Pd]. The product is [OH:1][C:2]1[CH:3]=[CH:4][C:5]([C@@H:8]([CH2:15][CH:16]([CH3:17])[CH3:18])[CH2:9][C:10]([O:12][CH2:13][CH3:14])=[O:11])=[CH:6][CH:7]=1. The yield is 0.990. (3) The reactants are [N:1]1([CH2:6][CH2:7][OH:8])[CH:5]=[CH:4][CH:3]=[CH:2]1.[N+:9]([C:12]1[CH:19]=[CH:18][CH:17]=[C:16]([N+]([O-])=O)[C:13]=1[C:14]#[N:15])([O-:11])=[O:10]. No catalyst specified. The product is [N:1]1([CH2:6][CH2:7][O:8][C:16]2[CH:17]=[CH:18][CH:19]=[C:12]([N+:9]([O-:11])=[O:10])[C:13]=2[C:14]#[N:15])[CH:5]=[CH:4][CH:3]=[CH:2]1. The yield is 0.425. (4) The reactants are [NH2:1][C:2]1[CH:7]=[CH:6][C:5]([C@H:8]([CH3:20])[C:9]([NH:11][C:12]2[S:13][C:14]([CH:17]([CH3:19])[CH3:18])=[CH:15][N:16]=2)=[O:10])=[CH:4][CH:3]=1.[C:21](O)(=[O:28])[C:22]1[CH:27]=[CH:26][N:25]=[CH:24][CH:23]=1. The catalyst is ClCCl.CN(C=O)C. The product is [CH:17]([C:14]1[S:13][C:12]([NH:11][C:9](=[O:10])[C@H:8]([C:5]2[CH:6]=[CH:7][C:2]([NH:1][C:21](=[O:28])[C:22]3[CH:27]=[CH:26][N:25]=[CH:24][CH:23]=3)=[CH:3][CH:4]=2)[CH3:20])=[N:16][CH:15]=1)([CH3:19])[CH3:18]. The yield is 0.590.